Dataset: Reaction yield outcomes from USPTO patents with 853,638 reactions. Task: Predict the reaction yield, written as a fraction of the theoretical maximum amount of product (1.0 means a 100% yield; for example, 0.34 means a 34% yield). (1) The reactants are [NH2:1][C:2]1[CH:3]=[CH:4][C:5]([Cl:24])=[C:6]([CH:23]=1)[O:7][C:8]1[CH:9]=[CH:10][C:11]2[N:12]([CH:14]=[C:15]([NH:17][C:18]([CH:20]3[CH2:22][CH2:21]3)=[O:19])[N:16]=2)[N:13]=1.[CH3:25][N:26]1[C:30]([C:31](Cl)=[O:32])=[CH:29][C:28]([CH3:34])=[N:27]1.C(N(CC)CC)C. The catalyst is O1CCCC1. The product is [Cl:24][C:5]1[CH:4]=[CH:3][C:2]([NH:1][C:31]([C:30]2[N:26]([CH3:25])[N:27]=[C:28]([CH3:34])[CH:29]=2)=[O:32])=[CH:23][C:6]=1[O:7][C:8]1[CH:9]=[CH:10][C:11]2[N:12]([CH:14]=[C:15]([NH:17][C:18]([CH:20]3[CH2:21][CH2:22]3)=[O:19])[N:16]=2)[N:13]=1. The yield is 0.920. (2) The reactants are [OH:1][CH2:2][CH2:3][CH2:4][C@@:5]1([C:29]2[CH:34]=[CH:33][CH:32]=[CH:31][CH:30]=2)[O:10][C:9](=[O:11])[N:8]([C@H:12]([C:14]2[CH:19]=[CH:18][C:17](B3OC(C)(C)C(C)(C)O3)=[CH:16][CH:15]=2)[CH3:13])[CH2:7][CH2:6]1.Br[C:36]1[CH:37]=[CH:38][C:39](=[O:43])[N:40]([CH3:42])[CH:41]=1.C([O-])([O-])=O.[Cs+].[Cs+]. The catalyst is O1CCOCC1.Cl[Pd](Cl)([P](C1C=CC=CC=1)(C1C=CC=CC=1)C1C=CC=CC=1)[P](C1C=CC=CC=1)(C1C=CC=CC=1)C1C=CC=CC=1. The product is [OH:1][CH2:2][CH2:3][CH2:4][C@@:5]1([C:29]2[CH:30]=[CH:31][CH:32]=[CH:33][CH:34]=2)[O:10][C:9](=[O:11])[N:8]([C@H:12]([C:14]2[CH:19]=[CH:18][C:17]([C:36]3[CH:37]=[CH:38][C:39](=[O:43])[N:40]([CH3:42])[CH:41]=3)=[CH:16][CH:15]=2)[CH3:13])[CH2:7][CH2:6]1. The yield is 0.370. (3) The reactants are C(N(CC)CC)C.[O:8]=[C:9]1[C:18]2[C:13](=[CH:14][CH:15]=[CH:16][CH:17]=2)[C:12]([CH2:19][C:20]2[CH:25]=[CH:24][N:23]=[C:22]([C:26]([OH:28])=O)[CH:21]=2)=[N:11][NH:10]1.Cl.[CH:30]1([O:35][CH:36]2[CH2:41][CH2:40][NH:39][CH2:38][CH2:37]2)[CH2:34][CH2:33][CH2:32][CH2:31]1.F[P-](F)(F)(F)(F)F.N1(OC(N(C)C)=[N+](C)C)C2C=CC=CC=2N=N1. The catalyst is CC(N(C)C)=O. The product is [CH:30]1([O:35][CH:36]2[CH2:41][CH2:40][N:39]([C:26]([C:22]3[CH:21]=[C:20]([CH2:19][C:12]4[C:13]5[C:18](=[CH:17][CH:16]=[CH:15][CH:14]=5)[C:9](=[O:8])[NH:10][N:11]=4)[CH:25]=[CH:24][N:23]=3)=[O:28])[CH2:38][CH2:37]2)[CH2:34][CH2:33][CH2:32][CH2:31]1. The yield is 0.0830. (4) The reactants are [Br:1][C:2]1[CH:3]=[C:4]2[C:9](=[CH:10][CH:11]=1)[CH:8]=[C:7]([OH:12])[CH:6]=[CH:5]2.C(=O)([O-])[O-].[Cs+].[Cs+].CS(O[C@H:24]1[CH2:29][CH2:28][C@H:27]([C:30]([CH3:33])([CH3:32])[CH3:31])[CH2:26][CH2:25]1)(=O)=O. The catalyst is C(O)(C)(C)C.CC(=O)CC. The product is [Br:1][C:2]1[CH:11]=[CH:10][C:9]2[C:4](=[CH:5][CH:6]=[C:7]([O:12][C@H:24]3[CH2:29][CH2:28][C@H:27]([C:30]([CH3:33])([CH3:32])[CH3:31])[CH2:26][CH2:25]3)[CH:8]=2)[CH:3]=1. The yield is 0.320.